Predict the reaction yield, written as a fraction of the theoretical maximum amount of product (1.0 means a 100% yield; for example, 0.34 means a 34% yield). From a dataset of Reaction yield outcomes from USPTO patents with 853,638 reactions. (1) The reactants are C(OC([CH2:8][NH:9][CH2:10][C:11]1[CH:12]=[C:13]([C:17]2[CH:22]=[CH:21][C:20]([O:23][C:24]3[CH:34]=[CH:33][CH:32]=[CH:31][C:25]=3[C:26]([O:28][CH2:29][CH3:30])=[O:27])=[CH:19][CH:18]=2)[CH:14]=[CH:15][CH:16]=1)=O)(C)(C)C. The catalyst is ClCCl.FC(F)(F)C(O)=O. The product is [CH3:8][NH:9][CH2:10][C:11]1[CH:12]=[C:13]([C:17]2[CH:22]=[CH:21][C:20]([O:23][C:24]3[CH:34]=[CH:33][CH:32]=[CH:31][C:25]=3[C:26]([O:28][CH2:29][CH3:30])=[O:27])=[CH:19][CH:18]=2)[CH:14]=[CH:15][CH:16]=1. The yield is 0.950. (2) The catalyst is O1CCCC1. The yield is 0.300. The product is [C:1]([O:9][C:10]1[CH:11]=[CH:12][C:13]([CH2:16][O:17][CH2:21][CH2:22][CH2:23][Si:24]([O:25][CH2:26][CH3:27])([O:31][CH2:32][CH3:33])[O:28][CH2:29][CH3:30])=[CH:14][CH:15]=1)(=[O:8])[C:2]1[CH:3]=[CH:4][CH:5]=[CH:6][CH:7]=1. The reactants are [C:1]([O:9][C:10]1[CH:15]=[CH:14][C:13]([CH2:16][OH:17])=[CH:12][CH:11]=1)(=[O:8])[C:2]1[CH:7]=[CH:6][CH:5]=[CH:4][CH:3]=1.[H-].[Na+].I[CH2:21][CH2:22][CH2:23][Si:24]([O:31][CH2:32][CH3:33])([O:28][CH2:29][CH3:30])[O:25][CH2:26][CH3:27]. (3) The reactants are C(OC(=O)[NH:7][C@H:8]([C:19](=[S:21])[NH2:20])[CH2:9][C:10]1[CH:15]=[CH:14][C:13]([N+:16]([O-:18])=[O:17])=[CH:12][CH:11]=1)(C)(C)C.Br[CH2:24][C:25](=O)[CH2:26][CH3:27].C(OCC)C. The catalyst is CC#N. The product is [CH2:26]([C:25]1[N:20]=[C:19]([C@@H:8]([NH2:7])[CH2:9][C:10]2[CH:11]=[CH:12][C:13]([N+:16]([O-:18])=[O:17])=[CH:14][CH:15]=2)[S:21][CH:24]=1)[CH3:27]. The yield is 0.900. (4) The reactants are [Cl:1][C:2]1[C:6]([NH:7][C:8](=O)[CH3:9])=[CH:5][N:4]([C:11]2[CH:12]=[N:13][CH:14]=[CH:15][CH:16]=2)[N:3]=1.B(F)(F)F.CCOCC.[BH4-].[Na+].Cl.C(=O)(O)[O-].[Na+]. The catalyst is O.C(OCC)(=O)C.O1CCCC1. The product is [Cl:1][C:2]1[C:6]([NH:7][CH2:8][CH3:9])=[CH:5][N:4]([C:11]2[CH:12]=[N:13][CH:14]=[CH:15][CH:16]=2)[N:3]=1. The yield is 0.790.